This data is from Reaction yield outcomes from USPTO patents with 853,638 reactions. The task is: Predict the reaction yield, written as a fraction of the theoretical maximum amount of product (1.0 means a 100% yield; for example, 0.34 means a 34% yield). (1) The reactants are [CH3:1][C:2]1[CH:6]=[C:5]([C:7]([OH:9])=O)[O:4][N:3]=1.C(Cl)(=O)C(Cl)=O.[NH2:16][C:17]1[CH:18]=[C:19]([CH:36]=[CH:37][CH:38]=1)[O:20][C:21]1[CH:22]=[CH:23][C:24]2[N:25]([CH:27]=[C:28]([NH:30][C:31]([CH:33]3[CH2:35][CH2:34]3)=[O:32])[N:29]=2)[N:26]=1.C(N(CC)CC)C. The catalyst is O1CCCC1.CN(C)C=O.C(=O)([O-])O.[Na+]. The product is [CH:33]1([C:31]([NH:30][C:28]2[N:29]=[C:24]3[CH:23]=[CH:22][C:21]([O:20][C:19]4[CH:18]=[C:17]([NH:16][C:7]([C:5]5[O:4][N:3]=[C:2]([CH3:1])[CH:6]=5)=[O:9])[CH:38]=[CH:37][CH:36]=4)=[N:26][N:25]3[CH:27]=2)=[O:32])[CH2:34][CH2:35]1. The yield is 0.220. (2) The reactants are CCCCCC.[H-].C([Al+]CC(C)C)C(C)C.[NH2:17][C:18]([NH:20][C:21]1[NH:22][C:23]2[C:28]([C:29]=1[C:30]([NH2:32])=[O:31])=[CH:27][CH:26]=[C:25]([C:33](OC)=[O:34])[CH:24]=2)=[O:19].O.CO. The catalyst is O1CCCC1. The product is [NH2:17][C:18]([NH:20][C:21]1[NH:22][C:23]2[C:28]([C:29]=1[C:30]([NH2:32])=[O:31])=[CH:27][CH:26]=[C:25]([CH2:33][OH:34])[CH:24]=2)=[O:19]. The yield is 0.630. (3) The reactants are [NH2:1][C:2]1[N:10]=[C:9]2[C:5]([N:6]([CH3:15])[C:7](=[O:14])[N:8]2[CH2:11][CH2:12][OH:13])=[C:4](Cl)[N:3]=1.O.[NH2:18][NH2:19]. The catalyst is C(O)C. The product is [NH2:1][C:2]1[N:10]=[C:9]2[C:5]([N:6]([CH3:15])[C:7](=[O:14])[N:8]2[CH2:11][CH2:12][OH:13])=[C:4]([NH:18][NH2:19])[N:3]=1. The yield is 0.890. (4) The yield is 0.268. The catalyst is C(OCC)(=O)C.C(Cl)Cl. The reactants are [CH3:1][C@H:2]1[C@@:41]2([OH:43])[O:42][C@H:5]([CH2:6][C@H:7]([O:64][CH3:65])[C:8]([CH3:63])=[CH:9][CH:10]=[CH:11][CH:12]=[CH:13][C@@H:14]([CH3:62])[CH2:15][C@@H:16]([CH3:61])[C:17]([C@H:19]([O:59][CH3:60])[C@H:20]([OH:58])[C:21]([CH3:57])=[CH:22][C@@H:23]([CH3:56])[C:24]([CH2:26][C@@H:27]([C@@H:44]([CH2:46][C@H:47]3[CH2:52][C@@H:51]([O:53][CH3:54])[C@H:50]([OH:55])[CH2:49][CH2:48]3)[CH3:45])[O:28][C:29]([C@H:31]3[N:36]([C:37]([C:39]2=[O:40])=[O:38])[CH2:35][CH2:34][CH2:33][CH2:32]3)=[O:30])=[O:25])=[O:18])[CH2:4][CH2:3]1.C(N(C(C)C)C(C)C)C.O([CH2:83][CH2:84][O:85][CH2:86][CH3:87])S(C(F)(F)F)(=O)=O.Cl. The product is [CH3:83][CH2:84][O:85][CH2:86][CH2:87][O:55][C@H:50]1[C@H:51]([O:53][CH3:54])[CH2:52][CH:47]([CH2:46][C@H:44]([CH:27]2[O:28][C:29](=[O:30])[C@H:31]3[N:36]([CH2:35][CH2:34][CH2:33][CH2:32]3)[C:37](=[O:38])[C:39](=[O:40])[C@:41]3([OH:43])[O:42][C@@H:5]([CH2:4][CH2:3][C@H:2]3[CH3:1])[CH2:6][C@H:7]([O:64][CH3:65])[C:8]([CH3:63])=[CH:9][CH:10]=[CH:11][CH:12]=[CH:13][CH:14]([CH3:62])[CH2:15][C@@H:16]([CH3:61])[C:17](=[O:18])[C@H:19]([O:59][CH3:60])[C@H:20]([OH:58])[C:21]([CH3:57])=[CH:22][C@@H:23]([CH3:56])[C:24](=[O:25])[CH2:26]2)[CH3:45])[CH2:48][CH2:49]1. (5) The reactants are [CH3:1][O:2][C:3](=[O:28])[C:4]1[CH:9]=[CH:8][C:7]([CH3:10])=[C:6]([N:11]2[C:16](=[O:17])[CH:15]=[C:14]([O:18][CH2:19][C:20]3[CH:25]=[CH:24][CH:23]=[C:22]([CH3:26])[CH:21]=3)[N:13]=[C:12]2[CH3:27])[CH:5]=1.[Cl:29]N1C(=O)CCC1=O. The catalyst is C(O)(C)C.ClC(Cl)C(O)=O. The product is [CH3:1][O:2][C:3](=[O:28])[C:4]1[CH:9]=[CH:8][C:7]([CH3:10])=[C:6]([N:11]2[C:16](=[O:17])[C:15]([Cl:29])=[C:14]([O:18][CH2:19][C:20]3[CH:25]=[CH:24][CH:23]=[C:22]([CH3:26])[CH:21]=3)[N:13]=[C:12]2[CH3:27])[CH:5]=1. The yield is 0.780. (6) The reactants are [Br:1][C:2]1[CH:9]=[CH:8][C:5]([CH:6]=[O:7])=[C:4]([F:10])[CH:3]=1.S(=O)(=O)(O)O.[N+:16]([O-])([OH:18])=[O:17]. No catalyst specified. The product is [Br:1][C:2]1[C:9]([N+:16]([O-:18])=[O:17])=[CH:8][C:5]([CH:6]=[O:7])=[C:4]([F:10])[CH:3]=1. The yield is 0.370. (7) The reactants are [BH4-].[Na+].[CH3:3][C:4]1[C:9]([S:10][CH3:11])=[C:8]([C:12]([F:15])([F:14])[F:13])[CH:7]=[CH:6][C:5]=1[CH:16]=[N:17][C:18]1[C:22]([CH3:23])=[N:21][O:20][N:19]=1.O.C(OCC)(=O)C. The catalyst is CO. The product is [CH3:23][C:22]1[C:18]([NH:17][CH2:16][C:5]2[CH:6]=[CH:7][C:8]([C:12]([F:14])([F:13])[F:15])=[C:9]([S:10][CH3:11])[C:4]=2[CH3:3])=[N:19][O:20][N:21]=1. The yield is 0.760. (8) The reactants are [CH3:1][O:2][C:3]1[CH:32]=[C:31]([O:33][CH3:34])[CH:30]=[CH:29][C:4]=1[CH2:5][NH:6][C:7]([CH:9]1[N:20]([C:21]2([CH2:26]O)[CH2:25][CH2:24][CH2:23][CH2:22]2)[C:13]2[N:14]=[C:15]([S:18][CH3:19])[N:16]=[CH:17][C:12]=2[C:11](=[O:28])[CH2:10]1)=[O:8].C(N(CC)CC)C.CS(Cl)(=O)=O. The catalyst is C(Cl)Cl. The product is [CH3:1][O:2][C:3]1[CH:32]=[C:31]([O:33][CH3:34])[CH:30]=[CH:29][C:4]=1[CH2:5][N:6]1[CH2:26][C:21]2([CH2:22][CH2:23][CH2:24][CH2:25]2)[N:20]2[CH:9]([CH2:10][C:11](=[O:28])[C:12]3[CH:17]=[N:16][C:15]([S:18][CH3:19])=[N:14][C:13]=32)[C:7]1=[O:8]. The yield is 0.440. (9) The reactants are [NH2:1][C:2]1([C:8]([OH:10])=[O:9])[CH2:7][CH2:6][CH2:5][CH2:4][CH2:3]1.[CH3:11][Si](C=[N+]=[N-])(C)C. The catalyst is O1CCCC1CO. The product is [NH2:1][C:2]1([C:8]([O:10][CH3:11])=[O:9])[CH2:7][CH2:6][CH2:5][CH2:4][CH2:3]1. The yield is 0.520.